The task is: Regression/Classification. Given a drug SMILES string, predict its absorption, distribution, metabolism, or excretion properties. Task type varies by dataset: regression for continuous measurements (e.g., permeability, clearance, half-life) or binary classification for categorical outcomes (e.g., BBB penetration, CYP inhibition). For this dataset (lipophilicity_astrazeneca), we predict Y.. This data is from Experimental lipophilicity measurements (octanol/water distribution) for 4,200 compounds from AstraZeneca. (1) The drug is N#Cc1nc(NC2CCCC2)c(N)c(N2CCOCC2)n1. The Y is 2.59 logD. (2) The molecule is COc1cccc(Nc2c(C(N)=O)cnc3c(C)cc(S(=O)(=O)c4cccc(C(=O)N(C)C)c4)cc23)c1. The Y is 2.69 logD. (3) The drug is C=CCN(C(=O)Cc1ccc(S(C)(=O)=O)cc1)C1CCN(CCC(c2ccccc2)c2ccccc2)CC1. The Y is 3.10 logD. (4) The compound is O=c1[nH]c2c(O)ccc([C@@H](O)CNCCSCCCNCCc3ccccc3)c2s1. The Y is 0.120 logD. (5) The compound is Cc1cc(-c2ccc(Cl)c(C(=O)NCC3(O)CCCCCC3)c2)nn1C[C@H](O)CN. The Y is 0.570 logD. (6) The molecule is COc1ccc2nc(N[C@H]3CCC[C@H](NCc4ccsc4)C3)cc(C)c2c1. The Y is 2.41 logD. (7) The compound is CC(C)C(=O)Nc1ccc([N+](=O)[O-])c(C(F)(F)F)c1. The Y is 3.46 logD. (8) The compound is C[C@@H](CO)Oc1cc(Oc2ccc(S(C)(=O)=O)cc2)cc(C(=O)Nc2nccs2)c1. The Y is 2.63 logD. (9) The compound is CCCSc1c(C(=O)NC2CCCCC2)cnn1C. The Y is 2.99 logD. (10) The molecule is CN[C@@H](C)C(=O)N[C@H](C(=O)N[C@H]1CCCN(CCc2ccc(C)cc2)C1)C(C)(C)C. The Y is 2.05 logD.